This data is from Forward reaction prediction with 1.9M reactions from USPTO patents (1976-2016). The task is: Predict the product of the given reaction. (1) Given the reactants [CH3:1][O:2][C:3]([C:5]1[CH:10]=[CH:9][C:8]([CH2:11]Br)=[CH:7][CH:6]=1)=[O:4].[P:13]([O:18]C)([O:16][CH3:17])[O:14][CH3:15], predict the reaction product. The product is: [CH3:1][O:2][C:3](=[O:4])[C:5]1[CH:10]=[CH:9][C:8]([CH2:11][P:13]([O:16][CH3:17])([O:14][CH3:15])=[O:18])=[CH:7][CH:6]=1. (2) Given the reactants Cl.[Cl:2][C:3]1[CH:4]=[CH:5][C:6]([O:33][CH2:34][CH:35]([CH3:37])[CH3:36])=[C:7]([CH2:9][N:10]2[C:14]([CH3:15])=[CH:13][C:12]([NH:16][C:17]([O:19]C3CCN(C(OC(C)(C)C)=O)CC3)=[O:18])=[N:11]2)[CH:8]=1.O1[CH2:43][CH2:42]OCC1, predict the reaction product. The product is: [ClH:2].[NH:10]1[CH2:43][CH2:42][CH:6]([N:16]([C:12]2[CH:13]=[C:14]([CH3:15])[N:10]([CH2:9][C:7]3[CH:8]=[C:3]([Cl:2])[CH:4]=[CH:5][C:6]=3[O:33][CH2:34][CH:35]([CH3:36])[CH3:37])[N:11]=2)[C:17](=[O:18])[OH:19])[CH2:7][CH2:9]1. (3) Given the reactants [BH-](OC(C)=O)(OC(C)=O)[O:2][C:3](C)=O.[Na+].[NH:15]1[CH2:19][CH2:18][CH2:17][CH2:16]1.CO[C:22]1[CH:29]=[C:28]([OH:30])[C:27]([Cl:31])=[CH:26][C:23]=1[CH:24]=O.Cl, predict the reaction product. The product is: [CH3:3][O:2][C:29]1[CH:22]=[C:23]([CH2:24][N:15]2[CH2:19][CH2:18][CH2:17][CH2:16]2)[CH:26]=[C:27]([Cl:31])[C:28]=1[OH:30]. (4) The product is: [C:1]([O:6][CH2:7][CH:8]([OH:10])[CH2:9][O:11][C:12]1[CH:19]=[CH:18][C:15]([CH:16]=[O:17])=[CH:14][CH:13]=1)(=[O:5])[C:2]([CH3:4])=[CH2:3]. Given the reactants [C:1]([O:6][CH2:7][CH:8]1[O:10][CH2:9]1)(=[O:5])[C:2]([CH3:4])=[CH2:3].[OH:11][C:12]1[CH:19]=[CH:18][C:15]([CH:16]=[O:17])=[CH:14][CH:13]=1.[NH4+].N(N(C1C=CC=CC=1)O)=O, predict the reaction product. (5) The product is: [CH:1]([NH:4][C:5]1[NH:10][C:9](=[O:11])[C:8]([C:13]2[CH:18]=[CH:17][C:16]([O:19][C:20]3[CH:25]=[CH:24][N:23]=[C:22]([C:26]4[CH:27]=[N:28][N:29]([CH3:31])[CH:30]=4)[CH:21]=3)=[C:15]([CH3:32])[N:14]=2)=[CH:7][N:6]=1)([CH3:3])[CH3:2]. Given the reactants [CH:1]([NH:4][C:5]1[N:10]=[C:9]([O:11]C)[C:8]([C:13]2[CH:18]=[CH:17][C:16]([O:19][C:20]3[CH:25]=[CH:24][N:23]=[C:22]([C:26]4[CH:27]=[N:28][N:29]([CH3:31])[CH:30]=4)[CH:21]=3)=[C:15]([CH3:32])[N:14]=2)=[CH:7][N:6]=1)([CH3:3])[CH3:2].Br, predict the reaction product. (6) Given the reactants [C:1]([O:5][C:6]([N:8]1[CH2:12][C@H:11]2[CH2:13][N:14]([C:16]3[CH:17]=[N:18][CH:19]=[C:20]([CH:24]=3)[C:21](O)=[O:22])[CH2:15][C@H:10]2[CH2:9]1)=[O:7])([CH3:4])([CH3:3])[CH3:2].[Cl:25][C:26]1[CH:32]=[CH:31][C:29]([NH2:30])=[CH:28][CH:27]=1, predict the reaction product. The product is: [Cl:25][C:26]1[CH:32]=[CH:31][C:29]([NH:30][C:21]([C:20]2[CH:24]=[C:16]([N:14]3[CH2:13][C@@H:11]4[CH2:12][N:8]([C:6]([O:5][C:1]([CH3:3])([CH3:2])[CH3:4])=[O:7])[CH2:9][C@@H:10]4[CH2:15]3)[CH:17]=[N:18][CH:19]=2)=[O:22])=[CH:28][CH:27]=1. (7) Given the reactants [C:1](/[CH:3]=[CH:4]/[S:5]([C:8]1[CH:13]=[CH:12][C:11]([C:14]([CH3:19])([CH3:18])[C:15]([OH:17])=O)=[CH:10][CH:9]=1)(=[O:7])=[O:6])#[N:2].[CH2:20]([NH2:27])[C:21]1[CH:26]=[CH:25][CH:24]=[CH:23][CH:22]=1.Cl.CN(C)CCCN=C=NCC.ON1C2C=CC=CC=2N=N1.C(=O)(O)[O-].[Na+], predict the reaction product. The product is: [CH2:20]([NH:27][C:15](=[O:17])[C:14]([C:11]1[CH:10]=[CH:9][C:8]([S:5](/[CH:4]=[CH:3]/[C:1]#[N:2])(=[O:6])=[O:7])=[CH:13][CH:12]=1)([CH3:19])[CH3:18])[C:21]1[CH:26]=[CH:25][CH:24]=[CH:23][CH:22]=1. (8) The product is: [C:18]([NH:17][C:15](=[O:16])[C:14]([C:3]1[C:4]([F:13])=[C:5]([C:8]([O:10][CH2:11][CH3:12])=[O:9])[N:6]([CH3:7])[C:2]=1[CH3:23])=[O:22])([CH3:21])([CH3:20])[CH3:19]. Given the reactants Br[C:2]1[N:6]([CH3:7])[C:5]([C:8]([O:10][CH2:11][CH3:12])=[O:9])=[C:4]([F:13])[C:3]=1[C:14](=[O:22])[C:15]([NH:17][C:18]([CH3:21])([CH3:20])[CH3:19])=[O:16].[CH3:23][Sn](C)(C)C, predict the reaction product. (9) Given the reactants C1(C(C2C=CC=CC=2)=[N:8][C@H:9]([C:19]([O:21][CH2:22][CH3:23])=[O:20])[CH2:10][C:11]2[C:12]([O:17][CH3:18])=[N:13][CH:14]=[CH:15][CH:16]=2)C=CC=CC=1.Cl, predict the reaction product. The product is: [CH3:18][O:17][C:12]1[C:11]([CH2:10][C@@H:9]([C:19]([O:21][CH2:22][CH3:23])=[O:20])[NH2:8])=[CH:16][CH:15]=[CH:14][N:13]=1.